From a dataset of Reaction yield outcomes from USPTO patents with 853,638 reactions. Predict the reaction yield, written as a fraction of the theoretical maximum amount of product (1.0 means a 100% yield; for example, 0.34 means a 34% yield). (1) The reactants are [NH2:1][C:2]1[CH:7]=[CH:6][CH:5]=[CH:4][C:3]=1[S:8]([NH2:11])(=[O:10])=[O:9].[F:12][C:13]1[C:18]([F:19])=[CH:17][CH:16]=[CH:15][C:14]=1[S:20](Cl)(=[O:22])=[O:21]. The catalyst is N1C=CC=CC=1. The product is [F:12][C:13]1[C:18]([F:19])=[CH:17][CH:16]=[CH:15][C:14]=1[S:20]([NH:1][C:2]1[CH:7]=[CH:6][CH:5]=[CH:4][C:3]=1[S:8](=[O:9])(=[O:10])[NH2:11])(=[O:22])=[O:21]. The yield is 0.580. (2) The reactants are Cl[C:2]1[C:7]([CH:8]([CH2:13][CH2:14][CH3:15])[C:9]([O:11][CH3:12])=[O:10])=[C:6]([CH3:16])[N:5]=[C:4]([C:17]2[CH:22]=[CH:21][CH:20]=[CH:19][CH:18]=2)[N:3]=1.C(N(CC)C(C)C)(C)C.[Cl:32][C:33]1[CH:38]=[CH:37][C:36](B(O)O)=[CH:35][CH:34]=1. The catalyst is COCCOC.O.[Pd].C1(P(C2C=CC=CC=2)C2C=CC=CC=2)C=CC=CC=1.C1(P(C2C=CC=CC=2)C2C=CC=CC=2)C=CC=CC=1.C1(P(C2C=CC=CC=2)C2C=CC=CC=2)C=CC=CC=1.C1(P(C2C=CC=CC=2)C2C=CC=CC=2)C=CC=CC=1. The product is [Cl:32][C:33]1[CH:38]=[CH:37][C:36]([C:2]2[C:7]([CH:8]([CH2:13][CH2:14][CH3:15])[C:9]([O:11][CH3:12])=[O:10])=[C:6]([CH3:16])[N:5]=[C:4]([C:17]3[CH:22]=[CH:21][CH:20]=[CH:19][CH:18]=3)[N:3]=2)=[CH:35][CH:34]=1. The yield is 0.510. (3) The reactants are [N:1]1([C:7](Cl)=[O:8])[CH2:6][CH2:5][O:4][CH2:3][CH2:2]1.N1C=CC=CC=1.Cl.[CH2:17]([O:24][N:25]1[C:31](=[O:32])[N:30]2[CH2:33][C@H:26]1[CH2:27][CH2:28][C@H:29]2[C:34]([NH:36][NH2:37])=[O:35])[C:18]1[CH:23]=[CH:22][CH:21]=[CH:20][CH:19]=1. The catalyst is CN(C1C=CN=CC=1)C.C(Cl)Cl. The product is [CH2:17]([O:24][N:25]1[C:31](=[O:32])[N:30]2[CH2:33][C@H:26]1[CH2:27][CH2:28][C@H:29]2[C:34]([N:36]([C:7]([N:1]1[CH2:6][CH2:5][O:4][CH2:3][CH2:2]1)=[O:8])[NH2:37])=[O:35])[C:18]1[CH:23]=[CH:22][CH:21]=[CH:20][CH:19]=1. The yield is 0.470.